Regression. Given a peptide amino acid sequence and an MHC pseudo amino acid sequence, predict their binding affinity value. This is MHC class I binding data. From a dataset of Peptide-MHC class I binding affinity with 185,985 pairs from IEDB/IMGT. (1) The MHC is Patr-A0301 with pseudo-sequence Patr-A0301. The peptide sequence is AAFYHLPLH. The binding affinity (normalized) is 0.697. (2) The peptide sequence is QPYLQLQPFL. The MHC is HLA-B53:01 with pseudo-sequence HLA-B53:01. The binding affinity (normalized) is 0.0759.